From a dataset of Reaction yield outcomes from USPTO patents with 853,638 reactions. Predict the reaction yield, written as a fraction of the theoretical maximum amount of product (1.0 means a 100% yield; for example, 0.34 means a 34% yield). The reactants are [OH:1][C:2]1[CH:9]=[CH:8][C:5]([CH:6]=[O:7])=[CH:4][CH:3]=1.[C:10]([O-])([O-])=O.[K+].[K+].[CH3:16][N:17]([CH:19]=O)[CH3:18]. The catalyst is O. The product is [CH3:16][N:17]([CH2:19][CH2:10][O:1][C:2]1[CH:9]=[CH:8][C:5]([CH:6]=[O:7])=[CH:4][CH:3]=1)[CH3:18]. The yield is 0.490.